This data is from Catalyst prediction with 721,799 reactions and 888 catalyst types from USPTO. The task is: Predict which catalyst facilitates the given reaction. (1) Reactant: C([Li])CCC.C(NC(C)C)(C)C.[Cl:13][C:14]1[CH:15]=[N:16][CH:17]=[C:18]([Cl:21])[C:19]=1[CH3:20].[CH:22]1([O:27][C:28]2[C:33]([O:34][CH3:35])=[CH:32][N:31]=[C:30]([CH:36]=[O:37])[CH:29]=2)[CH2:26][CH2:25][CH2:24][CH2:23]1. Product: [CH:22]1([O:27][C:28]2[C:33]([O:34][CH3:35])=[CH:32][N:31]=[C:30]([CH:36]([OH:37])[CH2:20][C:19]3[C:18]([Cl:21])=[CH:17][N:16]=[CH:15][C:14]=3[Cl:13])[CH:29]=2)[CH2:23][CH2:24][CH2:25][CH2:26]1. The catalyst class is: 627. (2) Product: [Cl:1][C:2]1[CH:3]=[CH:4][C:5]([CH3:23])=[C:6]2[C:22]=1[C:10](=[O:11])[NH:9][CH2:8][CH2:7]2. The catalyst class is: 26. Reactant: [Cl:1][C:2]1[CH:3]=[CH:4][C:5]([CH3:23])=[C:6]([CH:22]=1)[CH2:7][CH2:8][NH:9][C:10](=O)[O:11]C1C=CC([N+]([O-])=O)=CC=1.FC(S(O)(=O)=O)(F)F. (3) Reactant: [C@@:1]12([CH3:11])[C:8]([CH3:10])([CH3:9])[CH:5]([CH2:6][CH2:7]1)[CH2:4][C:2]2=[O:3].[H-].[Na+].[C:14](OCC)(=[O:20])[C:15]([O:17][CH2:18][CH3:19])=[O:16]. Product: [OH:20]/[C:14](=[C:4]1\[CH:5]2[C:8]([CH3:10])([CH3:9])[C:1]([CH3:11])([C:2]\1=[O:3])[CH2:7][CH2:6]2)/[C:15]([O:17][CH2:18][CH3:19])=[O:16]. The catalyst class is: 11. (4) Reactant: [CH:1]([C:3]1[C:7]2[NH:8][C:9]([C:11]([OH:13])=[O:12])=[CH:10][C:6]=2[O:5][CH:4]=1)=O.Cl.[NH2:15]O. Product: [C:1]([C:3]1[C:7]2[NH:8][C:9]([C:11]([OH:13])=[O:12])=[CH:10][C:6]=2[O:5][CH:4]=1)#[N:15]. The catalyst class is: 3.